Dataset: Full USPTO retrosynthesis dataset with 1.9M reactions from patents (1976-2016). Task: Predict the reactants needed to synthesize the given product. (1) Given the product [NH2:39][C:40]([CH3:43])([CH3:44])[CH2:41][O:42][CH2:25][C:22]1[CH:23]=[CH:24][N:20]2[C:21]=1[C:16]([NH:15][C:11]1[CH:10]=[C:9]3[C:14](=[CH:13][CH:12]=1)[N:6]([CH2:5][C:4]1[CH:30]=[CH:31][CH:32]=[C:2]([F:1])[CH:3]=1)[N:7]=[CH:8]3)=[N:17][CH:18]=[N:19]2, predict the reactants needed to synthesize it. The reactants are: [F:1][C:2]1[CH:3]=[C:4]([CH:30]=[CH:31][CH:32]=1)[CH2:5][N:6]1[C:14]2[C:9](=[CH:10][C:11]([NH:15][C:16]3[C:21]4=[C:22]([CH2:25]OC(=O)C)[CH:23]=[CH:24][N:20]4[N:19]=[CH:18][N:17]=3)=[CH:12][CH:13]=2)[CH:8]=[N:7]1.C(OC(=O)[NH:39][C:40]([CH3:44])([CH3:43])[CH2:41][OH:42])(C)(C)C.CCN(C(C)C)C(C)C. (2) Given the product [CH3:46][O:47][C:48](=[O:49])[C:50]1[CH:55]=[CH:54][C:53]([CH3:56])=[C:52]([NH:3][C:18]([C:10]2[C:9](=[O:21])[NH:8][C:17]3[C:12]([CH:11]=2)=[CH:13][CH:14]=[CH:15][CH:16]=3)=[O:20])[CH:51]=1, predict the reactants needed to synthesize it. The reactants are: C([N:3](CC)CC)C.[NH:8]1[C:17]2[C:12](=[CH:13][CH:14]=[CH:15][CH:16]=2)[CH:11]=[C:10]([C:18]([OH:20])=O)[C:9]1=[O:21].CN(C(ON1N=NC2C=CC=NC1=2)=[N+](C)C)C.F[P-](F)(F)(F)(F)F.[CH3:46][O:47][C:48]([C:50]1[CH:55]=[CH:54][C:53]([CH3:56])=[CH:52][C:51]=1N)=[O:49].C(=O)(O)[O-].[Na+]. (3) Given the product [NH2:7][C:8]1[N:13]2[N:14]=[C:15]([C:17]3[O:18][CH:19]=[CH:20][CH:21]=3)[N:16]=[C:12]2[CH:11]=[C:10]([CH2:22][O:23][C:24]2[CH:29]=[CH:28][CH:27]=[CH:26][N:25]=2)[N:9]=1, predict the reactants needed to synthesize it. The reactants are: COC1C=C(C=CC=1OC)C[NH:7][C:8]1[N:13]2[N:14]=[C:15]([C:17]3[O:18][CH:19]=[CH:20][CH:21]=3)[N:16]=[C:12]2[CH:11]=[C:10]([CH2:22][O:23][C:24]2[CH:29]=[CH:28][CH:27]=[CH:26][N:25]=2)[N:9]=1.C1(OC)C=CC=CC=1.FC(F)(F)S(O)(=O)=O.[OH-].[Na+]. (4) Given the product [NH2:12][C:4]1[C:3]([CH3:15])=[CH:2][CH:7]=[C:6]([CH:8]([CH3:9])[CH3:10])[C:5]=1[OH:11], predict the reactants needed to synthesize it. The reactants are: Cl[C:2]1[CH:7]=[C:6]([CH:8]([CH3:10])[CH3:9])[C:5]([OH:11])=[C:4]([N+:12]([O-])=O)[C:3]=1[CH3:15]. (5) Given the product [Cl:1][C:2]1[CH:3]=[C:4]2[C:9](=[CH:10][C:11]=1[Cl:12])[C:8](=[O:13])[N:7]([CH2:14][C:15]([CH3:18])([CH3:16])[CH3:17])[C:6]([C:19]([O:21][C:22]([CH3:25])([CH3:24])[CH3:23])=[O:20])=[C:5]2[O:26][CH2:34][C:35]([O:37][CH2:38][CH3:39])=[O:36], predict the reactants needed to synthesize it. The reactants are: [Cl:1][C:2]1[CH:3]=[C:4]2[C:9](=[CH:10][C:11]=1[Cl:12])[C:8](=[O:13])[N:7]([CH2:14][C:15]([CH3:18])([CH3:17])[CH3:16])[C:6]([C:19]([O:21][C:22]([CH3:25])([CH3:24])[CH3:23])=[O:20])=[C:5]2[OH:26].C(=O)([O-])[O-].[K+].[K+].Br[CH2:34][C:35]([O:37][CH2:38][CH3:39])=[O:36].CN(C)C=O.